This data is from Catalyst prediction with 721,799 reactions and 888 catalyst types from USPTO. The task is: Predict which catalyst facilitates the given reaction. Reactant: [I:1][C:2]1[C:3]([NH:12]C(=O)C(C)(C)C)=[N:4][CH:5]=[C:6]([C:8]([F:11])([F:10])[F:9])[CH:7]=1.[OH-].[Na+].C([O-])(O)=O.[Na+]. Product: [I:1][C:2]1[C:3]([NH2:12])=[N:4][CH:5]=[C:6]([C:8]([F:11])([F:9])[F:10])[CH:7]=1. The catalyst class is: 82.